Dataset: Catalyst prediction with 721,799 reactions and 888 catalyst types from USPTO. Task: Predict which catalyst facilitates the given reaction. (1) Reactant: [C:1]([S:5]([CH2:8][C@@H:9]([N:12]1[C@H:17]([C:18]2[CH:23]=[CH:22][C:21]([Cl:24])=[CH:20][CH:19]=2)[C@@H:16]([C:25]2[CH:30]=[CH:29][CH:28]=[C:27]([Cl:31])[CH:26]=2)[O:15][C@H:14]([CH2:32][CH2:33][OH:34])[C:13]1=[O:35])[CH2:10][CH3:11])(=[O:7])=[O:6])([CH3:4])([CH3:3])[CH3:2].[H-].[Na+].[CH3:38]I. Product: [C:1]([S:5]([CH2:8][C@@H:9]([N:12]1[C@H:17]([C:18]2[CH:23]=[CH:22][C:21]([Cl:24])=[CH:20][CH:19]=2)[C@@H:16]([C:25]2[CH:30]=[CH:29][CH:28]=[C:27]([Cl:31])[CH:26]=2)[O:15][C@H:14]([CH2:32][CH2:33][O:34][CH3:38])[C:13]1=[O:35])[CH2:10][CH3:11])(=[O:7])=[O:6])([CH3:2])([CH3:3])[CH3:4]. The catalyst class is: 3. (2) Reactant: C(OC(CO[N:8]=[C:9]([C:14]1[CH:18]=[CH:17][N:16]([CH3:19])[N:15]=1)[C:10]([O:12][CH3:13])=[O:11])=O)C.[H][H]. Product: [NH2:8][CH:9]([C:14]1[CH:18]=[CH:17][N:16]([CH3:19])[N:15]=1)[C:10]([O:12][CH3:13])=[O:11]. The catalyst class is: 29. (3) Reactant: [F:1][C:2]1[N:7]=[C:6]2[O:8][C:9]3[C:14]([C:15]4([CH2:19][O:18][C:17]([NH2:20])=[N:16]4)[C:5]2=[CH:4][C:3]=1I)=[CH:13][C:12]([C:21]1[C:22]([F:27])=[N:23][CH:24]=[CH:25][CH:26]=1)=[CH:11][CH:10]=3.[O:29]1[CH2:34][CH:33]=[C:32](B2OC(C)(C)C(C)(C)O2)[CH2:31][CH2:30]1.P([O-])([O-])([O-])=O.[K+].[K+].[K+].O. Product: [O:29]1[CH2:30][CH:31]=[C:32]([C:3]2[CH:4]=[C:5]3[C:15]4([CH2:19][O:18][C:17]([NH2:20])=[N:16]4)[C:14]4[C:9](=[CH:10][CH:11]=[C:12]([C:21]5[C:22]([F:27])=[N:23][CH:24]=[CH:25][CH:26]=5)[CH:13]=4)[O:8][C:6]3=[N:7][C:2]=2[F:1])[CH2:33][CH2:34]1. The catalyst class is: 77. (4) Product: [CH3:27][S:28]([O:1][CH2:2][CH:3]1[CH2:5][C:4]1([NH:15][C:16]([O:17][CH3:18])=[O:19])[C:6]1[CH:11]=[CH:10][CH:9]=[C:8]([N+:12]([O-:14])=[O:13])[CH:7]=1)(=[O:30])=[O:29]. Reactant: [OH:1][CH2:2][CH:3]1[CH2:5][C:4]1([NH:15][C:16](=[O:19])[O:17][CH3:18])[C:6]1[CH:11]=[CH:10][CH:9]=[C:8]([N+:12]([O-:14])=[O:13])[CH:7]=1.C(N(CC)CC)C.[CH3:27][S:28](Cl)(=[O:30])=[O:29]. The catalyst class is: 4. (5) Reactant: [CH3:1][C:2]1[CH:7]=[C:6]([C:8]([F:11])([F:10])[F:9])[CH:5]=[CH:4][N:3]=1.ClC1C=CC=C(C(OO)=[O:20])C=1. Product: [CH3:1][C:2]1[CH:7]=[C:6]([C:8]([F:9])([F:11])[F:10])[CH:5]=[CH:4][N+:3]=1[O-:20]. The catalyst class is: 2. (6) Reactant: [C:1]([OH:5])(=[O:4])[CH:2]=O.[NH:6]1[CH2:11][CH2:10][O:9][CH2:8][CH2:7]1.[CH3:12][CH:13]([CH3:18])[CH:14]=[CH:15][CH:16]=O. Product: [CH3:12][C:13]([CH3:18])=[CH:14][C:15]1[CH:16]([N:6]2[CH2:11][CH2:10][O:9][CH2:8][CH2:7]2)[O:5][C:1](=[O:4])[CH:2]=1. The catalyst class is: 6. (7) Reactant: [NH2:1][C:2]1[N:7]=[C:6]([C:8]2[CH:16]=[CH:15][C:11]3[O:12][CH2:13][O:14][C:10]=3[CH:9]=2)[C:5]([C:17]#[N:18])=[C:4](S(C)(=O)=O)[N:3]=1.[CH2:23]([NH2:26])[CH2:24][CH3:25]. Product: [NH2:1][C:2]1[N:7]=[C:6]([C:8]2[CH:16]=[CH:15][C:11]3[O:12][CH2:13][O:14][C:10]=3[CH:9]=2)[C:5]([C:17]#[N:18])=[C:4]([NH:26][CH2:23][CH2:24][CH3:25])[N:3]=1. The catalyst class is: 57. (8) Reactant: [Cl:1][C:2]1[CH:3]=[C:4](Cl)[C:5]2[N:6]([C:8]([C:11]([NH:13][C:14]3[CH:19]=[CH:18][N:17]=[CH:16][C:15]=3[F:20])=[O:12])=[CH:9][N:10]=2)[N:7]=1.Br[C:41]1[C:40]2[N:39](C(C(N[C:36]3[CH:41]=[CH:40][N:39]=CC=3F)=O)=CN=2)N=C(Cl)[CH:36]=1.CCN(C(C)C)C(C)C.C1(N)CC1. Product: [Cl:1][C:2]1[CH:3]=[C:4]([NH:39][CH:40]2[CH2:36][CH2:41]2)[C:5]2[N:6]([C:8]([C:11]([NH:13][C:14]3[CH:19]=[CH:18][N:17]=[CH:16][C:15]=3[F:20])=[O:12])=[CH:9][N:10]=2)[N:7]=1. The catalyst class is: 1.